From a dataset of Full USPTO retrosynthesis dataset with 1.9M reactions from patents (1976-2016). Predict the reactants needed to synthesize the given product. (1) Given the product [Cl:54][C:49]1[CH:48]=[C:47]([CH:34]2[CH:33]([CH2:32][NH:31][C:2](=[O:4])[NH:13][C:14]3[CH:23]=[CH:22][CH:21]=[CH:20][C:15]=3[C:16]([O:18][CH3:19])=[O:17])[O:39][CH2:38][CH2:37][N:36]([C:40]([O:42][C:43]([CH3:46])([CH3:45])[CH3:44])=[O:41])[CH2:35]2)[CH:52]=[CH:51][C:50]=1[Cl:53], predict the reactants needed to synthesize it. The reactants are: Cl[C:2](Cl)([O:4]C(=O)OC(Cl)(Cl)Cl)Cl.[NH2:13][C:14]1[CH:23]=[CH:22][CH:21]=[CH:20][C:15]=1[C:16]([O:18][CH3:19])=[O:17].C(N(CC)CC)C.[NH2:31][CH2:32][CH:33]1[O:39][CH2:38][CH2:37][N:36]([C:40]([O:42][C:43]([CH3:46])([CH3:45])[CH3:44])=[O:41])[CH2:35][CH:34]1[C:47]1[CH:52]=[CH:51][C:50]([Cl:53])=[C:49]([Cl:54])[CH:48]=1. (2) The reactants are: [CH3:1][N:2]1[CH2:25][CH2:24][C:5]2[N:6]([CH2:14][C:15]3([C:18]4[CH:19]=[N:20][CH:21]=[CH:22][CH:23]=4)[CH2:17][O:16]3)[C:7]3[CH:8]=[CH:9][C:10]([CH3:13])=[CH:11][C:12]=3[C:4]=2[CH2:3]1.C(=O)(O)[O-:27].[Na+]. Given the product [CH3:1][N:2]1[CH2:25][CH2:24][C:5]2[N:6]([CH2:14][C:15]([C:18]3[CH:19]=[N:20][CH:21]=[CH:22][CH:23]=3)([OH:16])[CH2:17][OH:27])[C:7]3[CH:8]=[CH:9][C:10]([CH3:13])=[CH:11][C:12]=3[C:4]=2[CH2:3]1, predict the reactants needed to synthesize it. (3) Given the product [C:23]([CH2:22][O:21][C:20]1[CH:26]=[C:27]([C:30]#[N:31])[CH:28]=[CH:29][C:19]=1[CH2:18][NH:17][C:6](=[O:8])[C:5]1[CH:9]=[C:10]([N:12]([CH3:14])[CH3:13])[CH:11]=[C:3]([N:2]([CH3:1])[CH3:15])[CH:4]=1)(=[O:24])[NH2:25], predict the reactants needed to synthesize it. The reactants are: [CH3:1][N:2]([CH3:15])[C:3]1[CH:4]=[C:5]([CH:9]=[C:10]([N:12]([CH3:14])[CH3:13])[CH:11]=1)[C:6]([OH:8])=O.Cl.[NH2:17][CH2:18][C:19]1[CH:29]=[CH:28][C:27]([C:30]#[N:31])=[CH:26][C:20]=1[O:21][CH2:22][C:23]([NH2:25])=[O:24]. (4) Given the product [CH2:8]([O:15][C:16]([NH:1][CH2:2][C:3]([CH3:7])([CH3:6])[CH2:4][OH:5])=[O:17])[C:9]1[CH:14]=[CH:13][CH:12]=[CH:11][CH:10]=1, predict the reactants needed to synthesize it. The reactants are: [NH2:1][CH2:2][C:3]([CH3:7])([CH3:6])[CH2:4][OH:5].[CH2:8]([O:15][C:16](ON1C(=O)CCC1=O)=[O:17])[C:9]1[CH:14]=[CH:13][CH:12]=[CH:11][CH:10]=1.O. (5) The reactants are: [CH2:1]([O:3][C:4](=[O:23])[C:5]([O:8][C:9]1[CH:10]=[N:11][C:12]([O:15]CC2C=CC=CC=2)=[CH:13][CH:14]=1)([CH3:7])[CH3:6])[CH3:2]. Given the product [CH2:1]([O:3][C:4](=[O:23])[C:5]([O:8][C:9]1[CH:10]=[N:11][C:12]([OH:15])=[CH:13][CH:14]=1)([CH3:7])[CH3:6])[CH3:2], predict the reactants needed to synthesize it. (6) Given the product [CH3:1][NH:2][C:3]([C:5]1[N:9]=[C:8]([CH3:10])[N:7]([C:11]2[CH:12]=[CH:13][C:14]([NH2:17])=[CH:15][CH:16]=2)[N:6]=1)=[O:4], predict the reactants needed to synthesize it. The reactants are: [CH3:1][NH:2][C:3]([C:5]1[N:9]=[C:8]([CH3:10])[N:7]([C:11]2[CH:16]=[CH:15][C:14]([N+:17]([O-])=O)=[CH:13][CH:12]=2)[N:6]=1)=[O:4].[H][H]. (7) Given the product [NH:8]1[C:9]2[C:10]3[CH:11]=[CH:12][N:13]=[CH:14][C:15]=3[CH2:16][CH2:17][C:18]=2[C:6]([C:4]([OH:5])=[O:3])=[CH:7]1, predict the reactants needed to synthesize it. The reactants are: C([O:3][C:4]([C:6]1[C:18]2[CH2:17][CH2:16][C:15]3[CH:14]=[N:13][CH:12]=[CH:11][C:10]=3[C:9]=2[NH:8][CH:7]=1)=[O:5])C.[OH-].[K+]. (8) The reactants are: [CH2:1]([NH2:3])[CH3:2].[N+:4]([C:7]1[CH:12]=[CH:11][C:10]([S:13](Cl)(=[O:15])=[O:14])=[CH:9][CH:8]=1)([O-:6])=[O:5]. Given the product [CH2:1]([NH:3][S:13]([C:10]1[CH:9]=[CH:8][C:7]([N+:4]([O-:6])=[O:5])=[CH:12][CH:11]=1)(=[O:14])=[O:15])[CH3:2], predict the reactants needed to synthesize it. (9) Given the product [F:1][C:2]1([F:6])[CH2:5][N:4]([CH2:15][CH2:14][C:13]([C:7]2[CH:12]=[CH:11][CH:10]=[CH:9][CH:8]=2)=[O:16])[CH2:3]1, predict the reactants needed to synthesize it. The reactants are: [F:1][C:2]1([F:6])[CH2:5][NH:4][CH2:3]1.[C:7]1([C:13](=[O:16])[CH:14]=[CH2:15])[CH:12]=[CH:11][CH:10]=[CH:9][CH:8]=1.